From a dataset of Peptide-MHC class I binding affinity with 185,985 pairs from IEDB/IMGT. Regression. Given a peptide amino acid sequence and an MHC pseudo amino acid sequence, predict their binding affinity value. This is MHC class I binding data. (1) The peptide sequence is YLMPGPVTV. The MHC is HLA-A02:01 with pseudo-sequence HLA-A02:01. The binding affinity (normalized) is 0.773. (2) The peptide sequence is RRWRRLTVC. The MHC is HLA-A03:01 with pseudo-sequence HLA-A03:01. The binding affinity (normalized) is 0.213. (3) The peptide sequence is WKWFYKKYL. The MHC is HLA-B48:01 with pseudo-sequence HLA-B48:01. The binding affinity (normalized) is 0.482. (4) The peptide sequence is NVSRVVECL. The MHC is HLA-A02:06 with pseudo-sequence HLA-A02:06. The binding affinity (normalized) is 0.359. (5) The peptide sequence is YTDYMPSMKR. The MHC is HLA-A68:01 with pseudo-sequence HLA-A68:01. The binding affinity (normalized) is 0.574.